This data is from NCI-60 drug combinations with 297,098 pairs across 59 cell lines. The task is: Regression. Given two drug SMILES strings and cell line genomic features, predict the synergy score measuring deviation from expected non-interaction effect. (1) Drug 1: C1=C(C(=O)NC(=O)N1)N(CCCl)CCCl. Drug 2: C1=NC2=C(N=C(N=C2N1C3C(C(C(O3)CO)O)F)Cl)N. Cell line: SK-MEL-28. Synergy scores: CSS=13.3, Synergy_ZIP=-8.66, Synergy_Bliss=-5.77, Synergy_Loewe=-7.52, Synergy_HSA=-3.40. (2) Drug 1: CS(=O)(=O)CCNCC1=CC=C(O1)C2=CC3=C(C=C2)N=CN=C3NC4=CC(=C(C=C4)OCC5=CC(=CC=C5)F)Cl. Drug 2: CC1C(C(CC(O1)OC2CC(OC(C2O)C)OC3=CC4=CC5=C(C(=O)C(C(C5)C(C(=O)C(C(C)O)O)OC)OC6CC(C(C(O6)C)O)OC7CC(C(C(O7)C)O)OC8CC(C(C(O8)C)O)(C)O)C(=C4C(=C3C)O)O)O)O. Cell line: SF-539. Synergy scores: CSS=55.0, Synergy_ZIP=3.45, Synergy_Bliss=7.96, Synergy_Loewe=-20.3, Synergy_HSA=3.48.